Predict the reaction yield, written as a fraction of the theoretical maximum amount of product (1.0 means a 100% yield; for example, 0.34 means a 34% yield). From a dataset of Reaction yield outcomes from USPTO patents with 853,638 reactions. (1) The reactants are [Cl:1][C:2]1[CH:7]=[CH:6][C:5]([CH2:8][C:9]([NH:11][CH2:12][CH2:13][CH2:14][CH2:15][CH2:16][CH2:17][CH3:18])=O)=[CH:4][CH:3]=1.B.CSC.Cl. The catalyst is C1COCC1. The product is [Cl:1][C:2]1[CH:3]=[CH:4][C:5]([CH2:8][CH2:9][NH:11][CH2:12][CH2:13][CH2:14][CH2:15][CH2:16][CH2:17][CH3:18])=[CH:6][CH:7]=1. The yield is 0.615. (2) No catalyst specified. The reactants are C(OC(C1(NC(OC(C)(C)C)=O)CC(O)C2C1C2C(OCC)=O)=O)C.ClC1C=CC=CC=1N=C=O.C([O:38][C:39]([C:41]1([NH:63]C(OC(C)(C)C)=O)[CH2:46][CH:45]([O:47][C:48](=[O:57])[NH:49][C:50]2[CH:55]=[CH:54][CH:53]=[CH:52][C:51]=2[Cl:56])[CH:44]2[CH:42]1[CH:43]2[C:58]([O:60]CC)=[O:59])=[O:40])C. The yield is 0.590. The product is [NH2:63][C:41]1([C:39]([OH:40])=[O:38])[CH2:46][CH:45]([O:47][C:48](=[O:57])[NH:49][C:50]2[CH:55]=[CH:54][CH:53]=[CH:52][C:51]=2[Cl:56])[CH:44]2[CH:42]1[CH:43]2[C:58]([OH:60])=[O:59]. (3) The reactants are [F:1][C:2]1[CH:8]=[CH:7][C:5]([NH2:6])=[CH:4][CH:3]=1.Br[CH2:10][C:11]1[CH:16]=[CH:15][C:14]([N+:17]([O-:19])=[O:18])=[CH:13][C:12]=1[CH2:20]Br.CCN(C(C)C)C(C)C. The catalyst is C1(C)C=CC=CC=1.O. The product is [F:1][C:2]1[CH:8]=[CH:7][C:5]([N:6]2[CH2:20][C:12]3[C:11](=[CH:16][CH:15]=[C:14]([N+:17]([O-:19])=[O:18])[CH:13]=3)[CH2:10]2)=[CH:4][CH:3]=1. The yield is 0.800. (4) The reactants are [NH2:1][C:2]1[CH:3]=[N:4][CH:5]=[CH:6][C:7]=1[OH:8].[NH2:9][C:10]1[CH:18]=[CH:17][CH:16]=[CH:15][C:11]=1[C:12](O)=O. No catalyst specified. The product is [O:8]1[C:7]2[CH:6]=[CH:5][N:4]=[CH:3][C:2]=2[N:1]=[C:12]1[C:11]1[CH:15]=[CH:16][CH:17]=[CH:18][C:10]=1[NH2:9]. The yield is 0.390. (5) The reactants are [OH:1][C:2]1[C:3]2[CH:18]=[CH:17][S:16][C:4]=2[N:5]([CH:13]([CH3:15])[CH3:14])[C:6](=[O:12])[C:7]=1[C:8]([O:10]C)=O.[CH2:19]([N:21]1[CH2:26][CH2:25][CH:24]([NH2:27])[CH2:23][CH2:22]1)[CH3:20].C(N(C(C)C)CC)(C)C. The catalyst is C1(C)C(C)=CC=CC=1. The product is [CH2:19]([N:21]1[CH2:26][CH2:25][CH:24]([NH:27][C:8]([C:7]2[C:6](=[O:12])[N:5]([CH:13]([CH3:15])[CH3:14])[C:4]3[S:16][CH:17]=[CH:18][C:3]=3[C:2]=2[OH:1])=[O:10])[CH2:23][CH2:22]1)[CH3:20]. The yield is 0.670. (6) The reactants are [Cl:1][C:2]1[CH:7]=[C:6]([O:8][C:9]2[C:18]3[C:13](=[CH:14][C:15]([OH:21])=[C:16]([O:19][CH3:20])[CH:17]=3)[N:12]=[CH:11][CH:10]=2)[CH:5]=[CH:4][C:3]=1[NH:22][C:23]([NH:25][CH2:26][CH2:27][CH3:28])=[O:24].C(=O)([O-])[O-].[K+].[K+].Cl.Cl[CH2:37][C:38]1[CH:43]=[CH:42][CH:41]=[CH:40][N:39]=1.O. The catalyst is CN(C)C=O. The product is [Cl:1][C:2]1[CH:7]=[C:6]([O:8][C:9]2[C:18]3[C:13](=[CH:14][C:15]([O:21][CH2:37][C:38]4[CH:43]=[CH:42][CH:41]=[CH:40][N:39]=4)=[C:16]([O:19][CH3:20])[CH:17]=3)[N:12]=[CH:11][CH:10]=2)[CH:5]=[CH:4][C:3]=1[NH:22][C:23]([NH:25][CH2:26][CH2:27][CH3:28])=[O:24]. The yield is 0.820. (7) The reactants are C(=O)([O-])[O-].[Na+].[Na+].[Cl:7][C:8]1[CH:9]=[CH:10][C:11]2[O:16][C:15](=[O:17])[NH:14][C:13](=[O:18])[C:12]=2[CH:19]=1.[CH2:20]([O:22][C:23](=[O:32])[CH2:24][CH2:25][CH2:26][CH2:27][CH2:28][CH2:29][CH2:30]Br)[CH3:21]. The catalyst is CC(N(C)C)=O. The product is [Cl:7][C:8]1[CH:9]=[CH:10][C:11]2[O:16][C:15](=[O:17])[N:14]([CH2:30][CH2:29][CH2:28][CH2:27][CH2:26][CH2:25][CH2:24][C:23]([O:22][CH2:20][CH3:21])=[O:32])[C:13](=[O:18])[C:12]=2[CH:19]=1. The yield is 0.995. (8) The product is [NH2:8][C:9]1([CH3:35])[C:13]2([CH2:15][CH2:14]2)[CH2:12][N:11]([C:16]2[C:17]([F:34])=[CH:18][C:19]3[C:29](=[O:30])[C:28]([C:31]([OH:33])=[O:32])=[CH:27][N:21]4[C@@H:22]([CH3:26])[CH2:23][O:24][C:25]=2[C:20]=34)[CH2:10]1. The catalyst is Cl. The reactants are C(OC([NH:8][C:9]1([CH3:35])[C:13]2([CH2:15][CH2:14]2)[CH2:12][N:11]([C:16]2[C:17]([F:34])=[CH:18][C:19]3[C:29](=[O:30])[C:28]([C:31]([OH:33])=[O:32])=[CH:27][N:21]4[C@@H:22]([CH3:26])[CH2:23][O:24][C:25]=2[C:20]=34)[CH2:10]1)=O)(C)(C)C. The yield is 0.430.